Predict the product of the given reaction. From a dataset of Forward reaction prediction with 1.9M reactions from USPTO patents (1976-2016). (1) Given the reactants Br[C:2]1[C:11]2[C:6](=[CH:7][CH:8]=[C:9]([OH:12])[CH:10]=2)[N:5]=[C:4]([C:13]2[CH:18]=[C:17]([F:19])[C:16]([OH:20])=[C:15]([F:21])[CH:14]=2)[CH:3]=1.C[Si]([C:26]#[C:27][Sn](CCCC)(CCCC)CCCC)(C)C, predict the reaction product. The product is: [F:21][C:15]1[CH:14]=[C:13]([C:4]2[CH:3]=[C:2]([C:26]#[CH:27])[C:11]3[C:6](=[CH:7][CH:8]=[C:9]([OH:12])[CH:10]=3)[N:5]=2)[CH:18]=[C:17]([F:19])[C:16]=1[OH:20]. (2) Given the reactants [Br:1][CH:2]([C:4]1[CH:12]=[CH:11][C:7]([C:8](O)=[O:9])=[CH:6][CH:5]=1)[CH3:3].C(Cl)(=O)C([Cl:16])=O, predict the reaction product. The product is: [Br:1][CH:2]([C:4]1[CH:12]=[CH:11][C:7]([C:8]([Cl:16])=[O:9])=[CH:6][CH:5]=1)[CH3:3]. (3) Given the reactants [C:1]([O:5][CH3:6])(=[O:4])[CH2:2][SH:3].[CH2:7]([O:9][CH2:10]CO)[CH3:8], predict the reaction product. The product is: [C:1]([O:5][CH2:6][CH2:10][O:9][CH2:7][CH3:8])(=[O:4])[CH2:2][SH:3].